This data is from Peptide-MHC class II binding affinity with 134,281 pairs from IEDB. The task is: Regression. Given a peptide amino acid sequence and an MHC pseudo amino acid sequence, predict their binding affinity value. This is MHC class II binding data. (1) The peptide sequence is EFESLFKCLSHISLS. The MHC is H-2-IAb with pseudo-sequence H-2-IAb. The binding affinity (normalized) is 0.345. (2) The peptide sequence is QAIQRLKAEAQMSIQ. The MHC is DRB1_0101 with pseudo-sequence DRB1_0101. The binding affinity (normalized) is 0.788. (3) The peptide sequence is ADCGAGFFDPLTRGV. The MHC is HLA-DQA10102-DQB10602 with pseudo-sequence HLA-DQA10102-DQB10602. The binding affinity (normalized) is 0.193. (4) The peptide sequence is FVWYFWQKKKQRSGV. The MHC is DRB1_1101 with pseudo-sequence DRB1_1101. The binding affinity (normalized) is 0.942. (5) The peptide sequence is PGHGISVGSLGRYKD. The MHC is HLA-DQA10102-DQB10602 with pseudo-sequence HLA-DQA10102-DQB10602. The binding affinity (normalized) is 0.371. (6) The peptide sequence is RRTGNIQIRLPWYSY. The MHC is HLA-DQA10401-DQB10402 with pseudo-sequence HLA-DQA10401-DQB10402. The binding affinity (normalized) is 0.0371. (7) The peptide sequence is GLALLSEAVLRGQAL. The MHC is DRB1_1501 with pseudo-sequence DRB1_1501. The binding affinity (normalized) is 0.300.